Dataset: Catalyst prediction with 721,799 reactions and 888 catalyst types from USPTO. Task: Predict which catalyst facilitates the given reaction. Product: [CH2:17]([O:24][C:25]1[CH:30]=[CH:29][C:28]([CH2:31][N:8]([N:6]2[CH:5]=[N:4][N:3]=[CH:7]2)[C:9]2[CH:10]=[CH:11][C:12]([C:13]#[N:14])=[CH:15][CH:16]=2)=[CH:27][C:26]=1[Cl:33])[C:18]1[CH:19]=[CH:20][CH:21]=[CH:22][CH:23]=1. The catalyst class is: 3. Reactant: [H-].[Na+].[N:3]1[N:4]=[CH:5][N:6]([NH:8][C:9]2[CH:16]=[CH:15][C:12]([C:13]#[N:14])=[CH:11][CH:10]=2)[CH:7]=1.[CH2:17]([O:24][C:25]1[CH:30]=[CH:29][C:28]([CH2:31]Br)=[CH:27][C:26]=1[Cl:33])[C:18]1[CH:23]=[CH:22][CH:21]=[CH:20][CH:19]=1.C(OCC)(=O)C.